From a dataset of Reaction yield outcomes from USPTO patents with 853,638 reactions. Predict the reaction yield, written as a fraction of the theoretical maximum amount of product (1.0 means a 100% yield; for example, 0.34 means a 34% yield). (1) The reactants are [N+:1]([C:4]1[CH:5]=[C:6]([CH:9]=[CH:10][CH:11]=1)[CH:7]=[O:8])([O-:3])=[O:2].[F:12][C:13]([Si](C)(C)C)([F:15])[F:14].[H-].[Na+].I[CH3:23]. The catalyst is O1CCCC1.C(OCC)(=O)C.O.[F-].[Cs+]. The product is [N+:1]([C:4]1[CH:11]=[CH:10][CH:9]=[C:6]([CH:7]([O:8][CH3:23])[C:13]([F:15])([F:14])[F:12])[CH:5]=1)([O-:3])=[O:2]. The yield is 0.950. (2) The reactants are C([O:3][C:4]([C:6]1[CH:7]=[C:8]2[C:13](=[CH:14][CH:15]=1)[NH:12][CH:11]([C:16]1[CH:21]=[CH:20][CH:19]=[C:18]([Br:22])[CH:17]=1)[C:10]([CH3:24])([CH3:23])[CH2:9]2)=[O:5])C.[OH-].[Na+].Cl. The catalyst is CO.O1CCCC1.O. The product is [Br:22][C:18]1[CH:17]=[C:16]([CH:11]2[C:10]([CH3:23])([CH3:24])[CH2:9][C:8]3[C:13](=[CH:14][CH:15]=[C:6]([C:4]([OH:5])=[O:3])[CH:7]=3)[NH:12]2)[CH:21]=[CH:20][CH:19]=1. The yield is 0.900. (3) The product is [CH2:1]([O:3][C:4]([C:6]1[C:7]([C:13]([F:16])([F:15])[F:14])=[N:8][C:9]([N:29]2[CH2:30][CH2:31][N:26]([C:21]3[N:20]=[N:19][C:18]([Cl:17])=[C:23]([CH3:24])[C:22]=3[CH3:25])[CH2:27][C@H:28]2[CH3:32])=[N:10][CH:11]=1)=[O:5])[CH3:2]. The yield is 0.970. The reactants are [CH2:1]([O:3][C:4]([C:6]1[C:7]([C:13]([F:16])([F:15])[F:14])=[N:8][C:9](Cl)=[N:10][CH:11]=1)=[O:5])[CH3:2].[Cl:17][C:18]1[N:19]=[N:20][C:21]([N:26]2[CH2:31][CH2:30][NH:29][C@H:28]([CH3:32])[CH2:27]2)=[C:22]([CH3:25])[C:23]=1[CH3:24]. No catalyst specified. (4) The reactants are [NH:1]1[C:5]([C:6]2[CH:7]=[C:8]3[C:12](=[CH:13][CH:14]=2)[NH:11][N:10]=[C:9]3[C:15]2[CH:16]=[C:17]([CH:32]=[CH:33][CH:34]=2)[O:18][CH2:19][CH2:20][NH:21]C(OCC2C=CC=CC=2)=O)=[N:4][CH:3]=[N:2]1.C(O)=O. The catalyst is [Pd].CO. The product is [NH:1]1[C:5]([C:6]2[CH:7]=[C:8]3[C:12](=[CH:13][CH:14]=2)[NH:11][N:10]=[C:9]3[C:15]2[CH:16]=[C:17]([CH:32]=[CH:33][CH:34]=2)[O:18][CH2:19][CH2:20][NH2:21])=[N:4][CH:3]=[N:2]1. The yield is 0.160. (5) The reactants are [N:1]1[C:10]2[C:5](=[CH:6][CH:7]=[CH:8][CH:9]=2)[CH:4]=[C:3]([NH:11][S:12]([C:15]2[C:16](N)=[N:17][CH:18]=[C:19]([Br:21])[CH:20]=2)(=[O:14])=[O:13])[CH:2]=1.N([O-])=O.[Na+].[ClH:27]. No catalyst specified. The product is [N:1]1[C:10]2[C:5](=[CH:6][CH:7]=[CH:8][CH:9]=2)[CH:4]=[C:3]([NH:11][S:12]([C:15]2[C:16]([Cl:27])=[N:17][CH:18]=[C:19]([Br:21])[CH:20]=2)(=[O:14])=[O:13])[CH:2]=1. The yield is 0.750. (6) The reactants are [CH3:1][O:2][C:3](=[O:33])[C@@H:4]([NH:25]C(OC(C)(C)C)=O)[C@H:5]([NH:7][C:8]([O:10][CH2:11][CH:12]1[C:24]2[CH:23]=[CH:22][CH:21]=[CH:20][C:19]=2[C:18]2[C:13]1=[CH:14][CH:15]=[CH:16][CH:17]=2)=[O:9])[CH3:6].[ClH:34].O1CCOCC1. The catalyst is CCOCC. The product is [ClH:34].[CH3:1][O:2][C:3](=[O:33])[C@@H:4]([NH2:25])[C@H:5]([NH:7][C:8]([O:10][CH2:11][CH:12]1[C:13]2[CH:14]=[CH:15][CH:16]=[CH:17][C:18]=2[C:19]2[C:24]1=[CH:23][CH:22]=[CH:21][CH:20]=2)=[O:9])[CH3:6]. The yield is 0.890. (7) The reactants are [CH2:15]([Sn:6]([CH2:7][CH2:8][CH2:9][CH3:10])([CH2:11][CH2:12][CH2:13][CH3:14])[Sn:6]([CH2:15][CH2:16][CH2:17][CH3:18])([CH2:11][CH2:12][CH2:13][CH3:14])[CH2:7][CH2:8][CH2:9][CH3:10])[CH2:16][CH2:17][CH3:18].Br[C:28]1[CH:43]=[CH:42][C:31]([C:32]([O:34][N:35]2[C:39](=[O:40])[CH2:38][CH2:37][C:36]2=[O:41])=[O:33])=[C:30]([Cl:44])[CH:29]=1. The catalyst is C1(C)C=CC=CC=1. The product is [Cl:44][C:30]1[CH:29]=[C:28]([Sn:6]([CH2:7][CH2:8][CH2:9][CH3:10])([CH2:11][CH2:12][CH2:13][CH3:14])[CH2:15][CH2:16][CH2:17][CH3:18])[CH:43]=[CH:42][C:31]=1[C:32]([O:34][N:35]1[C:36](=[O:41])[CH2:37][CH2:38][C:39]1=[O:40])=[O:33]. The yield is 0.600. (8) The reactants are C[O:2][C:3]([C:5]1[S:12][C:11]2[C:10]([C:13]3[CH2:18][CH2:17][CH2:16][CH2:15][CH:14]=3)=[C:9]([C:19]3[CH:20]=[C:21]4[C:26](=[CH:27][CH:28]=3)[N:25]=[C:24]([C:29]3[S:33][C:32]([CH3:34])=[N:31][C:30]=3[CH3:35])[CH:23]=[CH:22]4)[NH:8][C:7]=2[CH:6]=1)=[O:4].[H-].[Na+].Cl[CH2:39][C:40]([N:42]1[CH2:47][CH2:46][O:45][CH2:44][CH2:43]1)=[O:41].[Li+].[OH-].Cl. The catalyst is CO.C1COCC1.CN(C=O)C. The product is [C:13]1([C:10]2[C:11]3[S:12][C:5]([C:3]([OH:2])=[O:4])=[CH:6][C:7]=3[N:8]([CH2:39][C:40]([N:42]3[CH2:47][CH2:46][O:45][CH2:44][CH2:43]3)=[O:41])[C:9]=2[C:19]2[CH:20]=[C:21]3[C:26](=[CH:27][CH:28]=2)[N:25]=[C:24]([C:29]2[S:33][C:32]([CH3:34])=[N:31][C:30]=2[CH3:35])[CH:23]=[CH:22]3)[CH2:18][CH2:17][CH2:16][CH2:15][CH:14]=1. The yield is 0.220. (9) The reactants are [CH:1]1([C:7]([CH:20]2[CH2:25][CH2:24][CH2:23][CH2:22][CH2:21]2)(O)[CH2:8][CH:9]2[CH2:16][CH:15]3[N:17]([CH3:18])[CH:11]([CH2:12][CH2:13][CH2:14]3)[CH2:10]2)[CH2:6][CH2:5][CH2:4][CH2:3][CH2:2]1.Cl. The catalyst is C(Cl)Cl. The product is [CH:1]1([C:7]([CH:20]2[CH2:25][CH2:24][CH2:23][CH2:22][CH2:21]2)=[CH:8][CH:9]2[CH2:16][CH:15]3[N:17]([CH3:18])[CH:11]([CH2:12][CH2:13][CH2:14]3)[CH2:10]2)[CH2:2][CH2:3][CH2:4][CH2:5][CH2:6]1. The yield is 0.870.